Predict which catalyst facilitates the given reaction. From a dataset of Catalyst prediction with 721,799 reactions and 888 catalyst types from USPTO. (1) Product: [CH2:27]([N:12]([S:9]([C:6]1[CH:7]=[CH:8][C:3]([O:2][CH3:1])=[CH:4][CH:5]=1)(=[O:11])=[O:10])[C:13]1[C:22]([O:23][CH3:24])=[N:21][C:20]([O:25][CH3:26])=[CH:19][C:14]=1[C:15]([O:17][CH3:18])=[O:16])[C:28]1[CH:33]=[CH:32][CH:31]=[CH:30][CH:29]=1. Reactant: [CH3:1][O:2][C:3]1[CH:8]=[CH:7][C:6]([S:9]([NH:12][C:13]2[C:22]([O:23][CH3:24])=[N:21][C:20]([O:25][CH3:26])=[CH:19][C:14]=2[C:15]([O:17][CH3:18])=[O:16])(=[O:11])=[O:10])=[CH:5][CH:4]=1.[CH2:27](Br)[C:28]1[CH:33]=[CH:32][CH:31]=[CH:30][CH:29]=1.[H-].[Na+]. The catalyst class is: 18. (2) Reactant: CS(C)=O.[BrH:5].[CH3:6][C:7]1[CH:15]=[C:14]([C:16]([NH:18][C:19]2[CH:24]=[CH:23][CH:22]=[C:21]([C:25]3[C:34]4[C:29](=[CH:30][C:31]([O:37][CH3:38])=[C:32]([O:35][CH3:36])[CH:33]=4)[N:28]=[C:27]([NH:39][CH3:40])[N:26]=3)[CH:20]=2)=[O:17])[CH:13]=[CH:12][C:8]=1[C:9]([OH:11])=[O:10]. Product: [BrH:5].[CH3:6][C:7]1[CH:15]=[C:14]([C:16]([NH:18][C:19]2[CH:24]=[CH:23][CH:22]=[C:21]([C:25]3[C:34]4[C:29](=[CH:30][C:31]([O:37][CH3:38])=[C:32]([O:35][CH3:36])[CH:33]=4)[N:28]=[C:27]([NH:39][CH3:40])[N:26]=3)[CH:20]=2)=[O:17])[CH:13]=[CH:12][C:8]=1[C:9]([OH:11])=[O:10]. The catalyst class is: 41. (3) Reactant: [N:1]1[C:10]2[C:5](=[CH:6][C:7]([CH:11]([CH3:15])[CH2:12][CH2:13][OH:14])=[CH:8][CH:9]=2)[CH:4]=[CH:3][CH:2]=1.C(O)(=O)C.C(O)(=O)C.IC1C=CC=CC=1. Product: [N:1]1[C:10]2[C:5](=[CH:6][C:7]([CH:11]([CH3:15])[CH2:12][CH:13]=[O:14])=[CH:8][CH:9]=2)[CH:4]=[CH:3][CH:2]=1. The catalyst class is: 2. (4) The catalyst class is: 10. Product: [Cl:8][C:9]1[N:14]=[C:13]([NH:21][C@H:22]([CH3:26])[C@H:23]([OH:25])[CH3:24])[C:12]([C:16]([F:19])([F:18])[F:17])=[CH:11][N:10]=1. Reactant: C(N(CC)CC)C.[Cl:8][C:9]1[N:14]=[C:13](Cl)[C:12]([C:16]([F:19])([F:18])[F:17])=[CH:11][N:10]=1.Cl.[NH2:21][C@H:22]([CH3:26])[C@H:23]([OH:25])[CH3:24].[Na+].[Cl-]. (5) Reactant: [Br:1]N1C(=O)CCC1=O.[C:9]([NH:12][C:13]1[CH:22]=[CH:21][C:20]([C:23]([O:25][CH3:26])=[O:24])=[C:19]2[C:14]=1[CH2:15][CH2:16][CH2:17][O:18]2)(=[O:11])[CH3:10].C(O)(=O)C. Product: [C:9]([NH:12][C:13]1[C:22]([Br:1])=[CH:21][C:20]([C:23]([O:25][CH3:26])=[O:24])=[C:19]2[C:14]=1[CH2:15][CH2:16][CH2:17][O:18]2)(=[O:11])[CH3:10]. The catalyst class is: 12. (6) Reactant: [C:1]([C:3]1[C:8]([O:9][CH3:10])=[CH:7][C:6]([CH2:11][C:12](OC)=[O:13])=[C:5]([F:16])[CH:4]=1)#[N:2].[BH4-].[Li+]. Product: [F:16][C:5]1[C:6]([CH2:11][CH2:12][OH:13])=[CH:7][C:8]([O:9][CH3:10])=[C:3]([CH:4]=1)[C:1]#[N:2]. The catalyst class is: 7. (7) Reactant: [CH3:1][O:2][C:3]1[CH:4]=[C:5]([CH:9]=[CH:10][CH:11]=1)[CH2:6]CN.[C:12](=[O:15])([O-:14])[O-].[Cs+].[Cs+].[CH2:18](Br)[CH:19]=[CH:20][C:21]1[CH:26]=[CH:25][CH:24]=[CH:23][CH:22]=1.[CH3:28][N:29](C=[O:32])C. Product: [C:3]([OH:2])(=[O:32])/[CH:11]=[CH:10]/[C:12]([OH:14])=[O:15].[CH3:1][O:2][C:3]1[C:4]2[CH:20]([C:21]3[CH:26]=[CH:25][CH:24]=[CH:23][CH:22]=3)[CH2:19][CH2:18][N:29]([CH3:28])[CH2:6][C:5]=2[CH:9]=[CH:10][CH:11]=1. The catalyst class is: 6. (8) Reactant: [F:1][C:2]1[CH:3]=[C:4]([S:17][C:18]2[CH:27]=[CH:26][C:21]([C:22]([O:24][CH3:25])=[O:23])=[CH:20][C:19]=2[N+:28]([O-])=O)[CH:5]=[CH:6][C:7]=1[NH:8][C:9]([O:11][CH2:12][C:13]([Cl:16])([Cl:15])[Cl:14])=[O:10].[NH4+].[Cl-].C1COCC1.O. Product: [NH2:28][C:19]1[CH:20]=[C:21]([CH:26]=[CH:27][C:18]=1[S:17][C:4]1[CH:5]=[CH:6][C:7]([NH:8][C:9]([O:11][CH2:12][C:13]([Cl:16])([Cl:14])[Cl:15])=[O:10])=[C:2]([F:1])[CH:3]=1)[C:22]([O:24][CH3:25])=[O:23]. The catalyst class is: 447. (9) Product: [CH3:38][C:8]1[CH:9]=[C:10]([O:13][C:14]2[CH:19]=[C:18]([O:20][C:21]3[CH:26]=[CH:25][C:24]([C:27]([F:29])([F:30])[F:28])=[CH:23][C:22]=3[C:31]3[CH:32]=[N:33][CH:34]=[CH:35][CH:36]=3)[CH:17]=[C:16]([CH3:37])[CH:15]=2)[CH:11]=[CH:12][C:7]=1[CH2:6][CH2:5][C:4]([OH:39])=[O:3]. The catalyst class is: 40. Reactant: C([O:3][C:4](=[O:39])[CH2:5][CH2:6][C:7]1[CH:12]=[CH:11][C:10]([O:13][C:14]2[CH:19]=[C:18]([O:20][C:21]3[CH:26]=[CH:25][C:24]([C:27]([F:30])([F:29])[F:28])=[CH:23][C:22]=3[C:31]3[CH:32]=[N:33][CH:34]=[CH:35][CH:36]=3)[CH:17]=[C:16]([CH3:37])[CH:15]=2)=[CH:9][C:8]=1[CH3:38])C.[OH-].[Na+].Cl. (10) Reactant: [Cl:1][C:2]1[C:11]2[C:6](=[CH:7][C:8]([NH:13][CH:14]3[CH2:18][CH2:17][CH2:16][CH2:15]3)=[C:9]([CH3:12])[CH:10]=2)[CH:5]=[CH:4][N:3]=1.[H-].[Na+].[C:21](Cl)(=[O:23])[CH3:22]. Product: [Cl:1][C:2]1[C:11]2[C:6](=[CH:7][C:8]([N:13]([CH:14]3[CH2:15][CH2:16][CH2:17][CH2:18]3)[C:21](=[O:23])[CH3:22])=[C:9]([CH3:12])[CH:10]=2)[CH:5]=[CH:4][N:3]=1. The catalyst class is: 7.